This data is from Reaction yield outcomes from USPTO patents with 853,638 reactions. The task is: Predict the reaction yield, written as a fraction of the theoretical maximum amount of product (1.0 means a 100% yield; for example, 0.34 means a 34% yield). (1) The reactants are [OH:1][C:2]1[CH:10]=[CH:9][CH:8]=[C:7]([CH3:11])[C:3]=1[C:4]([OH:6])=[O:5].[Br:12]N1C(=O)CCC1=O.S(=O)(=O)(O)[O-].[Na+]. The catalyst is C(#N)C. The product is [Br:12][C:8]1[C:7]([CH3:11])=[C:3]([C:2]([OH:1])=[CH:10][CH:9]=1)[C:4]([OH:6])=[O:5]. The yield is 0.800. (2) The reactants are [F:1][C:2]1[C:7]([OH:8])=[CH:6][CH:5]=[C:4]([F:9])[C:3]=1[C:10]([NH2:12])=[O:11].O[CH2:14][C:15]1[CH:20]=[CH:19][N:18]=[C:17]([CH3:21])[CH:16]=1. No catalyst specified. The product is [F:1][C:2]1[C:7]([O:8][CH2:14][C:15]2[CH:20]=[CH:19][N:18]=[C:17]([CH3:21])[CH:16]=2)=[CH:6][CH:5]=[C:4]([F:9])[C:3]=1[C:10]([NH2:12])=[O:11]. The yield is 0.340.